Dataset: Full USPTO retrosynthesis dataset with 1.9M reactions from patents (1976-2016). Task: Predict the reactants needed to synthesize the given product. (1) Given the product [C:35]([C:32]1[CH:33]=[CH:34][C:29]([NH:28][C:25]2[N:24]=[C:23]([NH:38][CH2:39][CH2:40][CH3:41])[C:22]([C:20]([NH:19][C:15]3[CH:16]=[CH:17][CH:18]=[C:13]([NH:12][C:10](=[O:11])[C@@H:9]([N:7]([CH3:8])[C:5](=[O:6])/[CH:4]=[CH:3]/[CH2:2][N:43]4[CH2:48][CH2:47][NH:46][CH2:45][CH2:44]4)[CH3:42])[CH:14]=3)=[O:21])=[CH:27][N:26]=2)=[CH:30][CH:31]=1)(=[O:37])[NH2:36], predict the reactants needed to synthesize it. The reactants are: Br[CH2:2]/[CH:3]=[CH:4]/[C:5]([N:7]([C@@H:9]([CH3:42])[C:10]([NH:12][C:13]1[CH:14]=[C:15]([NH:19][C:20]([C:22]2[C:23]([NH:38][CH2:39][CH2:40][CH3:41])=[N:24][C:25]([NH:28][C:29]3[CH:34]=[CH:33][C:32]([C:35](=[O:37])[NH2:36])=[CH:31][CH:30]=3)=[N:26][CH:27]=2)=[O:21])[CH:16]=[CH:17][CH:18]=1)=[O:11])[CH3:8])=[O:6].[NH:43]1[CH2:48][CH2:47][NH:46][CH2:45][CH2:44]1. (2) Given the product [NH2:1][C:2]1[N:6]([C:7]2[CH:8]=[CH:9][C:10]([F:13])=[CH:11][CH:12]=2)[N:5]=[CH:4][C:3]=1[C:14]([NH:16][CH2:17][C:18]([CH2:23][N:24]([C:39]([C:38]1[C:37]([Cl:36])=[CH:45][CH:44]=[CH:43][C:42]=1[Cl:46])=[O:40])[CH3:25])([OH:26])[C:19]([F:22])([F:21])[F:20])=[O:15], predict the reactants needed to synthesize it. The reactants are: [NH2:1][C:2]1[N:6]([C:7]2[CH:12]=[CH:11][C:10]([F:13])=[CH:9][CH:8]=2)[N:5]=[CH:4][C:3]=1[C:14]([NH:16][CH2:17][C:18]([OH:26])([CH2:23][NH:24][CH3:25])[C:19]([F:22])([F:21])[F:20])=[O:15].C(N(C(C)C)CC)(C)C.[Cl:36][C:37]1[CH:45]=[CH:44][CH:43]=[C:42]([Cl:46])[C:38]=1[C:39](Cl)=[O:40]. (3) Given the product [C:7]([O:10][C@@H:11]1[C@@H:19]([C@@:20]2([CH3:47])[CH2:25][CH2:24][C@H:23]([OH:26])[CH2:22][C@@H:21]2[CH2:27][CH2:28][O:29][Si:30]([C:43]([CH3:46])([CH3:44])[CH3:45])([C:37]2[CH:42]=[CH:41][CH:40]=[CH:39][CH:38]=2)[C:31]2[CH:32]=[CH:33][CH:34]=[CH:35][CH:36]=2)[CH2:18][CH2:17][C@@:16]2([CH3:48])[C@H:12]1[CH2:13][CH2:14][C:15]2=[CH2:1])(=[O:9])[CH3:8], predict the reactants needed to synthesize it. The reactants are: [CH3:1]C([O-])(C)C.[K+].[C:7]([O:10][C@@H:11]1[C@@H:19]([C@@:20]2([CH3:47])[CH2:25][CH2:24][C@H:23]([OH:26])[CH2:22][C@@H:21]2[CH2:27][CH2:28][O:29][Si:30]([C:43]([CH3:46])([CH3:45])[CH3:44])([C:37]2[CH:42]=[CH:41][CH:40]=[CH:39][CH:38]=2)[C:31]2[CH:36]=[CH:35][CH:34]=[CH:33][CH:32]=2)[CH2:18][CH2:17][C@@:16]2([CH3:48])[C@H:12]1[CH2:13][CH2:14][C:15]2=O)(=[O:9])[CH3:8]. (4) The reactants are: [CH3:1][C:2]1[CH:38]=[CH:37][C:5]([CH2:6][N:7]2[C:11](=[O:12])[N:10]([CH2:13][CH2:14][CH3:15])[C:9]([CH2:16][O:17]C(C3C=CC=CC=3)(C3C=CC=CC=3)C3C=CC=CC=3)=[N:8]2)=[CH:4][CH:3]=1.C([SiH](CC)CC)C.FC(F)(F)C(O)=O. Given the product [OH:17][CH2:16][C:9]1[N:10]([CH2:13][CH2:14][CH3:15])[C:11](=[O:12])[N:7]([CH2:6][C:5]2[CH:37]=[CH:38][C:2]([CH3:1])=[CH:3][CH:4]=2)[N:8]=1, predict the reactants needed to synthesize it.